Dataset: Peptide-MHC class I binding affinity with 185,985 pairs from IEDB/IMGT. Task: Regression. Given a peptide amino acid sequence and an MHC pseudo amino acid sequence, predict their binding affinity value. This is MHC class I binding data. (1) The peptide sequence is NVLAWLYAA. The MHC is HLA-A02:03 with pseudo-sequence HLA-A02:03. The binding affinity (normalized) is 0.748. (2) The peptide sequence is LKEKSSLRY. The MHC is HLA-A29:02 with pseudo-sequence HLA-A29:02. The binding affinity (normalized) is 0.0847. (3) The peptide sequence is AYSSWMYSY. The MHC is HLA-B57:01 with pseudo-sequence HLA-B57:01. The binding affinity (normalized) is 0. (4) The peptide sequence is IQRDQVTDY. The MHC is HLA-B07:02 with pseudo-sequence HLA-B07:02. The binding affinity (normalized) is 0.0847. (5) The peptide sequence is FIFFLLLAGR. The MHC is HLA-A02:06 with pseudo-sequence HLA-A02:06. The binding affinity (normalized) is 0.0375. (6) The peptide sequence is LWVTDNNRSF. The MHC is HLA-A30:02 with pseudo-sequence HLA-A30:02. The binding affinity (normalized) is 0.406.